From a dataset of Full USPTO retrosynthesis dataset with 1.9M reactions from patents (1976-2016). Predict the reactants needed to synthesize the given product. (1) Given the product [ClH:1].[CH2:22]([C:15]1[CH:16]=[CH:17][C:18]2[CH:19]3[CH2:21][CH:11]([CH2:12][C:13]=2[CH:14]=1)[CH2:10][NH:9][CH2:20]3)[CH3:23], predict the reactants needed to synthesize it. The reactants are: [ClH:1].C([N:9]1[CH2:20][CH:19]2[CH2:21][CH:11]([CH2:12][C:13]3[CH:14]=[C:15]([CH2:22][CH3:23])[CH:16]=[CH:17][C:18]=32)[CH2:10]1)C1C=CC=CC=1.C([O-])=O.[NH4+]. (2) Given the product [CH:4]([NH2:3])([CH3:9])[CH3:5].[O:26]1[C:35]2[CH:34]=[C:33]([CH2:36][NH:37][CH:38]3[CH2:43][CH2:42][N:41]([CH2:44][C:45]4([F:59])[C:49]5=[C:50]([F:58])[CH:51]=[N:52][C:53]6[CH:54]=[CH:55][C:56](=[O:57])[N:47]([C:48]=65)[CH2:46]4)[CH2:40][CH2:39]3)[N:32]=[CH:31][C:30]=2[O:29][CH2:28][CH2:27]1.[NH2:60][CH:61]1[CH2:62][CH2:63][N:64]([CH2:67][C@:68]2([OH:82])[C:72]3=[C:73]([F:81])[CH:74]=[N:75][C:76]4[CH:77]=[CH:78][C:79](=[O:80])[N:70]([C:71]=43)[CH2:69]2)[CH2:65][CH2:66]1, predict the reactants needed to synthesize it. The reactants are: Cl.Cl.[NH2:3][CH:4]1[CH2:9]CN(CC2(F)C3=C(F)C=NC4C=CC(=O)N(C=43)C2)C[CH2:5]1.[O:26]1[C:35]2[CH:34]=[C:33]([CH2:36][NH:37][CH:38]3[CH2:43][CH2:42][N:41]([CH2:44][C:45]4([F:59])[C:49]5=[C:50]([F:58])[CH:51]=[N:52][C:53]6[CH:54]=[CH:55][C:56](=[O:57])[N:47]([C:48]=65)[CH2:46]4)[CH2:40][CH2:39]3)[N:32]=[CH:31][C:30]=2[O:29][CH2:28][CH2:27]1.[NH2:60][CH:61]1[CH2:66][CH2:65][N:64]([CH2:67][C@:68]2([OH:82])[C:72]3=[C:73]([F:81])[CH:74]=[N:75][C:76]4[CH:77]=[CH:78][C:79](=[O:80])[N:70]([C:71]=43)[CH2:69]2)[CH2:63][CH2:62]1. (3) Given the product [C:1]([O:5][C:6](=[O:28])[N:7]([C:19]1[CH:24]=[C:23]([CH3:25])[CH:22]=[C:21]([C:26]#[N:27])[CH:20]=1)[C:8]1[C:13]([CH:14]([CH3:16])[CH3:15])=[C:12]([O:30][CH3:29])[N:11]=[C:10]([O:33][CH3:32])[N:9]=1)([CH3:4])([CH3:3])[CH3:2], predict the reactants needed to synthesize it. The reactants are: [C:1]([O:5][C:6](=[O:28])[N:7]([C:19]1[CH:24]=[C:23]([CH3:25])[CH:22]=[C:21]([C:26]#[N:27])[CH:20]=1)[C:8]1[C:13]([CH:14]([CH3:16])[CH3:15])=[C:12](Cl)[N:11]=[C:10](Cl)[N:9]=1)([CH3:4])([CH3:3])[CH3:2].[CH3:29][O-:30].[Na+].[CH3:32][OH:33]. (4) Given the product [C:1]([O:5][C:6]([N:8]1[CH2:13][CH2:12][N:11]([C:14]2[N:19]=[C:18]([C:20]3[CH:25]=[CH:24][N:23]=[C:22]([Cl:26])[CH:21]=3)[C:17]([C:32]3[CH:33]=[CH:34][C:29]([F:28])=[CH:30][CH:31]=3)=[CH:16][CH:15]=2)[CH2:10][CH2:9]1)=[O:7])([CH3:4])([CH3:3])[CH3:2], predict the reactants needed to synthesize it. The reactants are: [C:1]([O:5][C:6]([N:8]1[CH2:13][CH2:12][N:11]([C:14]2[N:19]=[C:18]([C:20]3[CH:25]=[CH:24][N:23]=[C:22]([Cl:26])[CH:21]=3)[C:17](Br)=[CH:16][CH:15]=2)[CH2:10][CH2:9]1)=[O:7])([CH3:4])([CH3:3])[CH3:2].[F:28][C:29]1[CH:34]=[CH:33][C:32](B(O)O)=[CH:31][CH:30]=1.C(Cl)Cl.C([O-])([O-])=O.[Na+].[Na+]. (5) Given the product [OH:33][C@@H:31]([C@H:3]1[C:2](=[O:1])[N:8]2[C@@H:4]1[CH2:5][C:6]([C:15]1[CH:20]=[CH:19][C:18]([O:21][CH2:22][C:23](=[O:30])[N:24]3[CH2:28][CH2:27][O:26][C:25]3=[O:29])=[CH:17][CH:16]=1)=[C:7]2[C:9]([O:11][CH2:12][CH:13]=[CH2:14])=[O:10])[CH3:32], predict the reactants needed to synthesize it. The reactants are: [O:1]=[C:2]1[N:8]2[C@H:4]([CH2:5][C:6]([C:15]3[CH:20]=[CH:19][C:18]([O:21][CH2:22][C:23](=[O:30])[N:24]4[CH2:28][CH2:27][O:26][C:25]4=[O:29])=[CH:17][CH:16]=3)=[C:7]2[C:9]([O:11][CH2:12][CH:13]=[CH2:14])=[O:10])[C@H:3]1[C@H:31]([O:33][Si](C)(C)C)[CH3:32].Cl.C(=O)([O-])O.[Na+]. (6) The reactants are: [C:1]1([C:25]2[CH:30]=[CH:29][CH:28]=[CH:27][CH:26]=2)[CH:6]=[CH:5][CH:4]=[C:3](N[C@@H](CC2C=C(OC)C(OC)=C(OC)C=2)C(O)=O)[CH:2]=1.[NH2:31][C@@H:32]([CH2:36][C:37]1[CH:42]=[CH:41][C:40]([O:43][CH2:44][C:45]2[CH:50]=[CH:49][CH:48]=[CH:47][CH:46]=2)=[CH:39][CH:38]=1)[C:33]([OH:35])=[O:34]. Given the product [CH2:44]([O:43][C:40]1[CH:41]=[CH:42][C:37]([CH2:36][C@H:32]([NH:31][C:27]2[CH:26]=[C:25]([C:1]3[CH:6]=[CH:5][CH:4]=[CH:3][CH:2]=3)[CH:30]=[CH:29][CH:28]=2)[C:33]([OH:35])=[O:34])=[CH:38][CH:39]=1)[C:45]1[CH:50]=[CH:49][CH:48]=[CH:47][CH:46]=1, predict the reactants needed to synthesize it. (7) Given the product [O:22]=[S:17]1(=[O:21])[CH2:18][CH2:19][CH2:20][N:16]1[C:14]1[CH:13]=[CH:12][C:11]([C:23]([N:25]2[CH2:26][CH2:27][N:28]([C:31]3[C:36]([CH3:37])=[CH:35][C:34]([CH3:38])=[C:33]([CH3:39])[N:32]=3)[CH2:29][CH2:30]2)=[O:24])=[C:10]([CH:15]=1)[C:9]([NH:8][CH3:6])=[O:40], predict the reactants needed to synthesize it. The reactants are: C(O[C:6]([N:8](C(OC(C)(C)C)=O)[C:9](=[O:40])[C:10]1[CH:15]=[C:14]([N:16]2[CH2:20][CH2:19][CH2:18][S:17]2(=[O:22])=[O:21])[CH:13]=[CH:12][C:11]=1[C:23]([N:25]1[CH2:30][CH2:29][N:28]([C:31]2[C:36]([CH3:37])=[CH:35][C:34]([CH3:38])=[C:33]([CH3:39])[N:32]=2)[CH2:27][CH2:26]1)=[O:24])=O)(C)(C)C.O1CCCC1.CN. (8) Given the product [F:10][C:11]([F:21])([F:20])[C:12]1[CH:17]=[CH:16][CH:15]=[CH:14][C:13]=1[CH:6]([OH:7])[C:5]1[CH:8]=[CH:9][C:2]([Cl:1])=[CH:3][CH:4]=1, predict the reactants needed to synthesize it. The reactants are: [Cl:1][C:2]1[CH:9]=[CH:8][C:5]([CH:6]=[O:7])=[CH:4][CH:3]=1.[F:10][C:11]([F:21])([F:20])[C:12]1[CH:17]=[CH:16][CH:15]=[CH:14][C:13]=1[Mg]Br. (9) Given the product [Cl:1][C:2]1[CH:7]=[CH:6][C:5]([C:8]2[CH:13]=[CH:12][N:11]3[C:14](=[O:31])[N:15]([CH2:17][C:18]4[C:19]([C:28]([NH2:39])=[O:29])=[N:20][C:21]([C:24]([F:26])([F:25])[F:27])=[CH:22][CH:23]=4)[N:16]=[C:10]3[C:9]=2[C:32]2[CH:37]=[CH:36][N:35]=[CH:34][CH:33]=2)=[CH:4][CH:3]=1, predict the reactants needed to synthesize it. The reactants are: [Cl:1][C:2]1[CH:7]=[CH:6][C:5]([C:8]2[CH:13]=[CH:12][N:11]3[C:14](=[O:31])[N:15]([CH2:17][C:18]4[C:19]([C:28](Cl)=[O:29])=[N:20][C:21]([C:24]([F:27])([F:26])[F:25])=[CH:22][CH:23]=4)[N:16]=[C:10]3[C:9]=2[C:32]2[CH:37]=[CH:36][N:35]=[CH:34][CH:33]=2)=[CH:4][CH:3]=1.[OH-].[NH4+:39]. (10) Given the product [OH:44][C@H:43]([CH2:42][OH:41])[CH2:45][CH2:46][NH:47][C:35]([CH:16]1[CH:15]([C:11]2[CH:12]=[CH:13][CH:14]=[C:9]([Br:8])[C:10]=2[F:38])[C:19]([C:22]2[CH:27]=[CH:26][C:25]([Cl:28])=[CH:24][C:23]=2[F:29])([C:20]#[N:21])[CH:18]([CH2:30][C:31]([CH3:34])([CH3:33])[CH3:32])[NH:17]1)=[O:37], predict the reactants needed to synthesize it. The reactants are: FC(F)(F)C(O)=O.[Br:8][C:9]1[C:10]([F:38])=[C:11]([CH:15]2[C:19]([C:22]3[CH:27]=[CH:26][C:25]([Cl:28])=[CH:24][C:23]=3[F:29])([C:20]#[N:21])[CH:18]([CH2:30][C:31]([CH3:34])([CH3:33])[CH3:32])[NH:17][CH:16]2[C:35]([OH:37])=O)[CH:12]=[CH:13][CH:14]=1.CC1(C)[O:44][C@@H:43]([CH2:45][CH2:46][NH2:47])[CH2:42][O:41]1.CN(C(ON1N=NC2C=CC=NC1=2)=[N+](C)C)C.F[P-](F)(F)(F)(F)F.CCN(C(C)C)C(C)C.Cl.